Dataset: Forward reaction prediction with 1.9M reactions from USPTO patents (1976-2016). Task: Predict the product of the given reaction. (1) Given the reactants Br[CH2:2][C:3]1[N:8]([CH2:9][CH2:10][C:11]2[CH:20]=[CH:19][C:14]([C:15]([O:17][CH3:18])=[O:16])=[CH:13][CH:12]=2)[C:7](=[O:21])[C:6]([Cl:22])=[CH:5][C:4]=1[Cl:23].C(=O)([O-])[O-].[K+].[K+].[CH3:30][NH:31][C:32]1[CH:37]=[CH:36][CH:35]=[CH:34][C:33]=1[CH3:38].O, predict the reaction product. The product is: [Cl:22][C:6]1[C:7](=[O:21])[N:8]([CH2:9][CH2:10][C:11]2[CH:20]=[CH:19][C:14]([C:15]([O:17][CH3:18])=[O:16])=[CH:13][CH:12]=2)[C:3]([CH2:2][N:31]([CH3:30])[C:32]2[CH:37]=[CH:36][CH:35]=[CH:34][C:33]=2[CH3:38])=[C:4]([Cl:23])[CH:5]=1. (2) Given the reactants [C:1](=[O:4])([O-])[O-:2].[Cs+].[Cs+].[Cl:7][C:8]1[CH:13]=[CH:12][C:11]([OH:14])=[CH:10][CH:9]=1.I[C:16]1[CH:49]=[CH:48][C:19]([CH2:20][O:21][C:22]2[CH:27]=[CH:26][CH:25]=[CH:24][C:23]=2[C:28]2[N:33]=[C:32]([N:34]3[C:38]([C:39]([F:42])([F:41])[F:40])=[C:37]([C:43]([O:45]CC)=[O:44])[CH:36]=[N:35]3)[CH:31]=[CH:30][CH:29]=2)=[CH:18][CH:17]=1.[OH-].[Li+].Cl, predict the reaction product. The product is: [C:1]([OH:2])([C:39]([F:42])([F:41])[F:40])=[O:4].[Cl:7][C:8]1[CH:13]=[CH:12][C:11]([O:14][C:16]2[CH:49]=[CH:48][C:19]([CH2:20][O:21][C:22]3[CH:27]=[CH:26][CH:25]=[CH:24][C:23]=3[C:28]3[N:33]=[C:32]([N:34]4[C:38]([C:39]([F:42])([F:41])[F:40])=[C:37]([C:43]([OH:45])=[O:44])[CH:36]=[N:35]4)[CH:31]=[CH:30][CH:29]=3)=[CH:18][CH:17]=2)=[CH:10][CH:9]=1. (3) The product is: [F:35][C:32]1[CH:31]=[CH:30][C:29]([C:25]2[CH:26]=[CH:27][CH:28]=[C:23]([C:19]3[O:20][C:21]([CH3:22])=[C:17]([CH2:16][CH2:15][O:14][C:11]4[CH:10]=[CH:9][C:8]([O:7][C:5]([CH3:36])([CH3:6])[C:4]([OH:37])=[O:3])=[CH:13][CH:12]=4)[N:18]=3)[CH:24]=2)=[CH:34][CH:33]=1. Given the reactants C([O:3][C:4](=[O:37])[C:5]([CH3:36])([O:7][C:8]1[CH:13]=[CH:12][C:11]([O:14][CH2:15][CH2:16][C:17]2[N:18]=[C:19]([C:23]3[CH:24]=[C:25]([C:29]4[CH:34]=[CH:33][C:32]([F:35])=[CH:31][CH:30]=4)[CH:26]=[CH:27][CH:28]=3)[O:20][C:21]=2[CH3:22])=[CH:10][CH:9]=1)[CH3:6])C.[OH-].[Na+], predict the reaction product. (4) Given the reactants C(N(CC)CC)C.[CH2:8]([N:11]=[C:12]=[O:13])[CH2:9][CH3:10].[NH2:14][C:15]([NH:17][C:18]1[NH:19][C:20]([C:26]2[CH:31]=[CH:30][CH:29]=[CH:28][C:27]=2[OH:32])=[CH:21][C:22]=1[C:23]([NH2:25])=[O:24])=[O:16], predict the reaction product. The product is: [NH2:14][C:15]([NH:17][C:18]1[NH:19][C:20]([C:26]2[CH:31]=[CH:30][CH:29]=[CH:28][C:27]=2[O:32][C:12]([NH:11][CH2:8][CH2:9][CH3:10])=[O:13])=[CH:21][C:22]=1[C:23]([NH2:25])=[O:24])=[O:16].